This data is from Forward reaction prediction with 1.9M reactions from USPTO patents (1976-2016). The task is: Predict the product of the given reaction. (1) Given the reactants C[O:2][C:3](=[O:24])[C:4]1[CH:9]=[C:8]([C:10]2[S:11][CH:12]=[C:13]([C:15]3[CH:20]=[CH:19][C:18]([Cl:21])=[C:17]([Cl:22])[CH:16]=3)[N:14]=2)[CH:7]=[CH:6][C:5]=1Br.[C:25]([C:27]1[N:32]=[C:31](B(O)O)[CH:30]=[CH:29][CH:28]=1)#[N:26], predict the reaction product. The product is: [C:25]([C:27]1[N:32]=[C:31]([C:5]2[CH:6]=[CH:7][C:8]([C:10]3[S:11][CH:12]=[C:13]([C:15]4[CH:20]=[CH:19][C:18]([Cl:21])=[C:17]([Cl:22])[CH:16]=4)[N:14]=3)=[CH:9][C:4]=2[C:3]([OH:2])=[O:24])[CH:30]=[CH:29][CH:28]=1)#[N:26]. (2) Given the reactants [NH2:1][C:2]1[CH:7]=[C:6]([Cl:8])[C:5]([OH:9])=[C:4]([Cl:10])[CH:3]=1.Cl[C:12]1[S:13][C:14]2[CH:20]=[C:19]([Cl:21])[CH:18]=[CH:17][C:15]=2[N:16]=1.C([O-])([O-])=O.[K+].[K+].Cl, predict the reaction product. The product is: [Cl:8][C:6]1[CH:7]=[C:2]([NH2:1])[CH:3]=[C:4]([Cl:10])[C:5]=1[O:9][C:12]1[S:13][C:14]2[CH:20]=[C:19]([Cl:21])[CH:18]=[CH:17][C:15]=2[N:16]=1. (3) Given the reactants [NH2:1][C:2]1[C:10]([O:11][CH3:12])=[CH:9][CH:8]=[CH:7][C:3]=1[C:4]([OH:6])=O.[NH2:13][CH2:14][CH2:15][CH2:16][C@H:17]1[O:21][C:20](=[O:22])[N:19]([C:23]2[CH:24]=[CH:25][C:26]3[S:31][CH2:30][C:29](=[O:32])[NH:28][C:27]=3[CH:33]=2)[CH2:18]1, predict the reaction product. The product is: [NH2:1][C:2]1[C:10]([O:11][CH3:12])=[CH:9][CH:8]=[CH:7][C:3]=1[C:4]([NH:13][CH2:14][CH2:15][CH2:16][C@H:17]1[O:21][C:20](=[O:22])[N:19]([C:23]2[CH:24]=[CH:25][C:26]3[S:31][CH2:30][C:29](=[O:32])[NH:28][C:27]=3[CH:33]=2)[CH2:18]1)=[O:6]. (4) Given the reactants [CH2:1]([O:4][C:5]1([CH3:34])[CH2:10][CH2:9][N:8]([C:11]2[N:16]3[N:17]=[C:18]([CH2:20][OH:21])[CH:19]=[C:15]3[N:14]=[C:13]([CH3:22])[C:12]=2[C@H:23]([O:29][C:30]([CH3:33])([CH3:32])[CH3:31])[C:24]([O:26][CH2:27][CH3:28])=[O:25])[CH2:7][CH2:6]1)[CH:2]=[CH2:3].[CH2:35]([C:38]1[CH:43]=[CH:42][CH:41]=[CH:40][C:39]=1O)[CH:36]=[CH2:37].C1C=CC(P(C2C=CC=CC=2)C2C=CC=CC=2)=CC=1.CCOC(/N=N/C(OCC)=O)=O, predict the reaction product. The product is: [CH2:1]([O:4][C:5]1([CH3:34])[CH2:10][CH2:9][N:8]([C:11]2[N:16]3[N:17]=[C:18]([CH2:20][O:21][C:39]4[CH:40]=[CH:41][CH:42]=[CH:43][C:38]=4[CH2:35][CH:36]=[CH2:37])[CH:19]=[C:15]3[N:14]=[C:13]([CH3:22])[C:12]=2[C@H:23]([O:29][C:30]([CH3:33])([CH3:32])[CH3:31])[C:24]([O:26][CH2:27][CH3:28])=[O:25])[CH2:7][CH2:6]1)[CH:2]=[CH2:3]. (5) Given the reactants Br[CH2:2][C:3]([NH:5][C:6]1[C:15]2[CH2:14][C@H:13]([OH:16])[CH2:12][CH2:11][C:10]=2[CH:9]=[CH:8][CH:7]=1)=[O:4].[F:17][C:18]([F:28])([F:27])[O:19][C:20]1[CH:26]=[CH:25][C:23]([NH2:24])=[CH:22][CH:21]=1.C(N(CC)CC)C, predict the reaction product. The product is: [OH:16][C@H:13]1[CH2:14][C:15]2[C:6]([NH:5][C:3](=[O:4])[CH2:2][NH:24][C:23]3[CH:25]=[CH:26][C:20]([O:19][C:18]([F:17])([F:27])[F:28])=[CH:21][CH:22]=3)=[CH:7][CH:8]=[CH:9][C:10]=2[CH2:11][CH2:12]1. (6) Given the reactants [C:1]([N:4]1[CH2:9][CH2:8][N:7]([C:10]2[CH:11]=[CH:12][C:13]([NH:16][C:17](=[O:27])[CH2:18][C:19]3[CH:20]=[N:21][C:22](Cl)=[C:23]([Cl:25])[CH:24]=3)=[N:14][CH:15]=2)[CH2:6][CH2:5]1)(=[O:3])[CH3:2].[CH3:28][C:29]1[CH:34]=[C:33](B2OC(C)(C)C(C)(C)O2)[CH:32]=[CH:31][N:30]=1.C([O-])([O-])=O.[Na+].[Na+].COCCOC, predict the reaction product. The product is: [C:1]([N:4]1[CH2:9][CH2:8][N:7]([C:10]2[CH:11]=[CH:12][C:13]([NH:16][C:17](=[O:27])[CH2:18][C:19]3[CH:24]=[C:23]([Cl:25])[C:22]([C:33]4[CH:32]=[CH:31][N:30]=[C:29]([CH3:28])[CH:34]=4)=[N:21][CH:20]=3)=[N:14][CH:15]=2)[CH2:6][CH2:5]1)(=[O:3])[CH3:2]. (7) Given the reactants C[O:2][C:3](=[O:16])[C:4]1[CH:9]=[CH:8][C:7]([C:10]#[C:11][C:12]#[C:13][CH2:14][CH3:15])=[CH:6][CH:5]=1.C1COCC1.[OH-].[Na+].OP(O)(O)=O, predict the reaction product. The product is: [C:10]([C:7]1[CH:8]=[CH:9][C:4]([C:3]([OH:16])=[O:2])=[CH:5][CH:6]=1)#[C:11][C:12]#[C:13][CH2:14][CH3:15]. (8) Given the reactants C1C2C(COC(=O)[NH:17][C@H:18]([CH3:39])[C:19]([C:21]3[C:29]4[C:24](=[C:25]([O:30][CH2:31][C:32](=[O:38])[N:33]([CH2:36][CH3:37])[CH2:34][CH3:35])[CH:26]=[CH:27][CH:28]=4)[NH:23][CH:22]=3)=O)C3C(=CC=CC=3)C=2C=CC=1.[BH4-].[Na+].CO, predict the reaction product. The product is: [NH2:17][C@H:18]([CH3:39])[CH2:19][C:21]1[C:29]2[C:24](=[C:25]([O:30][CH2:31][C:32]([N:33]([CH2:34][CH3:35])[CH2:36][CH3:37])=[O:38])[CH:26]=[CH:27][CH:28]=2)[NH:23][CH:22]=1. (9) Given the reactants [Si]([O:8][C@H:9]1[CH2:17][CH2:16][CH2:15][C@@:14]2([CH3:18])[C@H:10]1[CH2:11][CH2:12][C@@H:13]2[C@@H:19]([O:21][CH2:22][CH2:23][C:24]([CH3:27])([OH:26])[CH3:25])[CH3:20])(C(C)(C)C)(C)C, predict the reaction product. The product is: [OH:26][C:24]([CH3:25])([CH3:27])[CH2:23][CH2:22][O:21][C@H:19]([C@@H:13]1[C@:14]2([CH3:18])[C@H:10]([C@@H:9]([OH:8])[CH2:17][CH2:16][CH2:15]2)[CH2:11][CH2:12]1)[CH3:20].